From a dataset of Reaction yield outcomes from USPTO patents with 853,638 reactions. Predict the reaction yield, written as a fraction of the theoretical maximum amount of product (1.0 means a 100% yield; for example, 0.34 means a 34% yield). (1) The reactants are CS[C:3]1[CH:8]=[CH:7][C:6]([CH:9]([C:11]2[N:12]=[C:13]3[CH:19]=[CH:18][N:17]([S:20]([C:23]4[CH:29]=[CH:28][C:26]([CH3:27])=[CH:25][CH:24]=4)(=[O:22])=[O:21])[C:14]3=[N:15][CH:16]=2)[NH2:10])=[CH:5][CH:4]=1.[Br-].[Mg+2].[Br-].[CH2:33]1COCC1.OO[S:40]([O-:42])=[O:41].[K+]. The catalyst is O. The product is [CH3:33][S:40]([C:3]1[CH:4]=[CH:5][C:6]([CH:9]([C:11]2[N:12]=[C:13]3[CH:19]=[CH:18][N:17]([S:20]([C:23]4[CH:24]=[CH:25][C:26]([CH3:27])=[CH:28][CH:29]=4)(=[O:21])=[O:22])[C:14]3=[N:15][CH:16]=2)[NH2:10])=[CH:7][CH:8]=1)(=[O:42])=[O:41]. The yield is 1.00. (2) The product is [I-:1].[CH2:2]([N:4]1[CH:8]=[CH:7][CH:6]=[C:5]1[CH2:9][P+:20]([C:21]1[CH:22]=[CH:23][CH:24]=[CH:25][CH:26]=1)([C:27]1[CH:32]=[CH:31][CH:30]=[CH:29][CH:28]=1)[C:14]1[CH:15]=[CH:16][CH:17]=[CH:18][CH:19]=1)[CH3:3]. The reactants are [I-:1].[CH2:2]([N:4]1[CH:8]=[CH:7][CH:6]=[C:5]1[CH2:9][N+](C)(C)C)[CH3:3].[C:14]1([P:20]([C:27]2[CH:32]=[CH:31][CH:30]=[CH:29][CH:28]=2)[C:21]2[CH:26]=[CH:25][CH:24]=[CH:23][CH:22]=2)[CH:19]=[CH:18][CH:17]=[CH:16][CH:15]=1. The catalyst is C(#N)C. The yield is 0.810. (3) The reactants are [Cl:1][C:2]1[N:7]=[C:6]([NH:8][C@H:9]([CH3:12])[CH2:10][OH:11])[C:5](I)=[CH:4][N:3]=1.[S:14]1[CH:18]=[CH:17][CH:16]=[C:15]1B(O)O. No catalyst specified. The product is [Cl:1][C:2]1[N:7]=[C:6]([NH:8][C@H:9]([CH3:12])[CH2:10][OH:11])[C:5]([C:15]2[S:14][CH:18]=[CH:17][CH:16]=2)=[CH:4][N:3]=1. The yield is 0.700. (4) The reactants are [Cl:1][C:2]1[CH:7]=[CH:6][C:5]([CH2:8][C:9]([OH:11])=O)=[CH:4][CH:3]=1.[NH2:12][C:13]1[CH:18]=[CH:17][N:16]=[C:15]([C:19]([C:21]2[C:29]3[CH:28]=[N:27][CH:26]=[N:25][C:24]=3[N:23]([CH:30]([CH3:32])[CH3:31])[CH:22]=2)=[O:20])[CH:14]=1.CCN(CC)CC.C(P1(=O)OP(CCC)(=O)OP(CCC)(=O)O1)CC. The catalyst is C1COCC1.C(OCC)(=O)C. The product is [Cl:1][C:2]1[CH:3]=[CH:4][C:5]([CH2:8][C:9]([NH:12][C:13]2[CH:18]=[CH:17][N:16]=[C:15]([C:19]([C:21]3[C:29]4[CH:28]=[N:27][CH:26]=[N:25][C:24]=4[N:23]([CH:30]([CH3:32])[CH3:31])[CH:22]=3)=[O:20])[CH:14]=2)=[O:11])=[CH:6][CH:7]=1. The yield is 0.220. (5) The reactants are CC([O-])(C)C.[K+].[CH2:7]([C:12]1[S:13][CH:14]=[CH:15][CH:16]=1)[CH2:8][CH2:9][CH2:10][CH3:11].[SiH:17]([CH2:22][CH3:23])([CH2:20][CH3:21])[CH2:18][CH3:19]. The catalyst is C1COCC1. The product is [CH2:18]([Si:17]([CH2:22][CH3:23])([CH2:20][CH3:21])[C:14]1[S:13][C:12]([CH2:7][CH2:8][CH2:9][CH2:10][CH3:11])=[CH:16][CH:15]=1)[CH3:19]. The yield is 0.960. (6) The product is [F:33][C:30]1[CH:31]=[CH:32][C:27]([N:21]2[CH2:22][CH2:23][C:24]3[N:25]=[C:17]([C:14]4[CH:13]=[CH:12][C:11]([O:10][CH2:9][CH2:8][CH2:7][N:3]5[CH2:4][CH2:5][CH2:6][CH:2]5[CH3:1])=[CH:16][CH:15]=4)[S:18][C:19]=3[CH2:20]2)=[CH:28][CH:29]=1. The catalyst is C1(C)C=CC=CC=1.C1C=CC(/C=C/C(/C=C/C2C=CC=CC=2)=O)=CC=1.C1C=CC(/C=C/C(/C=C/C2C=CC=CC=2)=O)=CC=1.[Pd]. The reactants are [CH3:1][CH:2]1[CH2:6][CH2:5][CH2:4][N:3]1[CH2:7][CH2:8][CH2:9][O:10][C:11]1[CH:16]=[CH:15][C:14]([C:17]2[S:18][C:19]3[CH2:20][NH:21][CH2:22][CH2:23][C:24]=3[N:25]=2)=[CH:13][CH:12]=1.Br[C:27]1[CH:32]=[CH:31][C:30]([F:33])=[CH:29][CH:28]=1.C1(P(C2CCCCC2)C2C=CC=CC=2C2C=CC=CC=2)CCCCC1. The yield is 0.0600. (7) The reactants are [C:1]([NH:4][C:5]1[S:6][C:7]([C:11]2[N:12]=[C:13]([C:16]([NH:18][C:19]3[CH:20]=[CH:21][C:22]4[C:27](=[O:28])[O:26]C(C)(C)[O:24][C:23]=4[CH:31]=3)=[O:17])[S:14][CH:15]=2)=[C:8]([CH3:10])[N:9]=1)(=[O:3])[CH3:2].[OH-].[Na+].Cl. The catalyst is C1COCC1. The product is [C:1]([NH:4][C:5]1[S:6][C:7]([C:11]2[N:12]=[C:13]([C:16]([NH:18][C:19]3[CH:20]=[CH:21][C:22]([C:27]([OH:28])=[O:26])=[C:23]([OH:24])[CH:31]=3)=[O:17])[S:14][CH:15]=2)=[C:8]([CH3:10])[N:9]=1)(=[O:3])[CH3:2]. The yield is 0.390.